This data is from Reaction yield outcomes from USPTO patents with 853,638 reactions. The task is: Predict the reaction yield, written as a fraction of the theoretical maximum amount of product (1.0 means a 100% yield; for example, 0.34 means a 34% yield). (1) The reactants are O=S(Cl)Cl.[C:5]([C:9]1[NH:10][C:11]2[C:16]([CH:17]=1)=[CH:15][C:14]([N+:18]([O-:20])=[O:19])=[CH:13][C:12]=2[C:21]([OH:23])=[O:22])([CH3:8])([CH3:7])[CH3:6].[CH3:24]O. No catalyst specified. The product is [C:5]([C:9]1[NH:10][C:11]2[C:16]([CH:17]=1)=[CH:15][C:14]([N+:18]([O-:20])=[O:19])=[CH:13][C:12]=2[C:21]([O:23][CH3:24])=[O:22])([CH3:8])([CH3:6])[CH3:7]. The yield is 0.700. (2) The reactants are [N:1]1[CH:6]=[CH:5][CH:4]=[CH:3][C:2]=1[CH2:7][N:8]1[C:16](=[O:17])[C:15]2[C:10](=[CH:11][CH:12]=[CH:13][CH:14]=2)[C:9]1=[O:18].ClC1C=CC=C(C(OO)=[O:27])C=1. The catalyst is C(Cl)(Cl)Cl. The product is [N:1]1[CH:6]=[CH:5][CH:4]=[CH:3][C:2]=1[CH2:7][N+:8]1([O-:27])[C:16](=[O:17])[C:15]2[C:10](=[CH:11][CH:12]=[CH:13][CH:14]=2)[C:9]1=[O:18]. The yield is 0.990. (3) The reactants are Cl.[NH:2]1[CH2:7][CH2:6][CH:5]([C@H:8]([OH:10])[CH3:9])[CH2:4][CH2:3]1.[Cl:11][C:12]1[CH:17]=[CH:16][C:15](I)=[CH:14][CH:13]=1.C1(P(C2C=CC=CC=2)C2C=CC3C(=CC=CC=3)C=2C2C3C(=CC=CC=3)C=CC=2P(C2C=CC=CC=2)C2C=CC=CC=2)C=CC=CC=1.P([O-])([O-])([O-])=O.[K+].[K+].[K+]. The catalyst is CN(C)C=O.[Cu]Br.C(OCC)(=O)C. The product is [Cl:11][C:12]1[CH:17]=[CH:16][C:15]([N:2]2[CH2:7][CH2:6][CH:5]([C@H:8]([OH:10])[CH3:9])[CH2:4][CH2:3]2)=[CH:14][CH:13]=1. The yield is 0.630. (4) The reactants are Br[C:2]1[CH:3]=[CH:4][C:5]2[C:6]3[CH2:16][N:15]([C:17]([O:19][C:20]([CH3:23])([CH3:22])[CH3:21])=[O:18])[CH2:14][CH2:13][CH2:12][C:7]=3[N:8]([CH3:11])[C:9]=2[CH:10]=1.[Cl:24][C:25]1[CH:39]=[CH:38][C:28]([CH2:29][CH2:30][N:31]2[CH2:36][CH2:35][NH:34][C:33](=[O:37])[CH2:32]2)=[CH:27][CH:26]=1. No catalyst specified. The product is [Cl:24][C:25]1[CH:26]=[CH:27][C:28]([CH2:29][CH2:30][N:31]2[CH2:36][CH2:35][N:34]([C:2]3[CH:3]=[CH:4][C:5]4[C:6]5[CH2:16][N:15]([C:17]([O:19][C:20]([CH3:23])([CH3:22])[CH3:21])=[O:18])[CH2:14][CH2:13][CH2:12][C:7]=5[N:8]([CH3:11])[C:9]=4[CH:10]=3)[C:33](=[O:37])[CH2:32]2)=[CH:38][CH:39]=1. The yield is 0.700.